Dataset: Full USPTO retrosynthesis dataset with 1.9M reactions from patents (1976-2016). Task: Predict the reactants needed to synthesize the given product. The reactants are: [N+:1]([O-:4])(O)=[O:2].[Br:5][C:6]1[CH:7]=[C:8]([CH:11]=[CH:12][C:13]=1[F:14])[CH:9]=[O:10]. Given the product [Br:5][C:6]1[C:13]([F:14])=[CH:12][C:11]([N+:1]([O-:4])=[O:2])=[C:8]([CH:7]=1)[CH:9]=[O:10], predict the reactants needed to synthesize it.